From a dataset of Blood-brain barrier permeability classification from the B3DB database. Regression/Classification. Given a drug SMILES string, predict its absorption, distribution, metabolism, or excretion properties. Task type varies by dataset: regression for continuous measurements (e.g., permeability, clearance, half-life) or binary classification for categorical outcomes (e.g., BBB penetration, CYP inhibition). Dataset: b3db_classification. (1) The result is 0 (does not penetrate BBB). The drug is CCCCCCCCCC(=O)OC1CCC2C3CCC4=CC(=O)CCC4C3CCC12C. (2) The drug is CN(C)Cc1ccc(CSCCNc2[nH]ccc2[N+](=O)[O-])o1. The result is 0 (does not penetrate BBB).